From a dataset of Forward reaction prediction with 1.9M reactions from USPTO patents (1976-2016). Predict the product of the given reaction. (1) Given the reactants [CH3:1][O:2][C:3]1[CH:8]=[CH:7][CH:6]=[CH:5][C:4]=1[C:9]1[C:17]2[C:12](=[N:13][CH:14]=[C:15](C3OC(C)(C)C(C)(C)O3)[CH:16]=2)[N:11]([CH2:27][O:28][C:29](=[O:34])[C:30]([CH3:33])([CH3:32])[CH3:31])[N:10]=1.[NH2:35][C:36]1[CH:46]=[CH:45][C:44](Br)=[CH:43][C:37]=1[C:38]([N:40]([CH3:42])[CH3:41])=[O:39], predict the reaction product. The product is: [NH2:35][C:36]1[CH:46]=[CH:45][C:44]([C:15]2[CH:16]=[C:17]3[C:9]([C:4]4[CH:5]=[CH:6][CH:7]=[CH:8][C:3]=4[O:2][CH3:1])=[N:10][N:11]([CH2:27][O:28][C:29](=[O:34])[C:30]([CH3:31])([CH3:33])[CH3:32])[C:12]3=[N:13][CH:14]=2)=[CH:43][C:37]=1[C:38](=[O:39])[N:40]([CH3:41])[CH3:42]. (2) Given the reactants [Cl-].O[NH3+:3].[C:4](=[O:7])([O-])[OH:5].[Na+].CS(C)=O.[OH:13][C:14]([CH3:53])([CH3:52])[CH2:15][O:16][C@H:17]1[CH2:22][CH2:21][C@H:20]([N:23]2[C:28](=[O:29])[C:27]([CH:30]([C:32]3[CH:37]=[CH:36][C:35]([C:38]4[C:39]([C:44]#[N:45])=[CH:40][CH:41]=[CH:42][CH:43]=4)=[CH:34][CH:33]=3)[CH3:31])=[C:26]([CH2:46][CH2:47][CH3:48])[N:25]3[N:49]=[CH:50][N:51]=[C:24]23)[CH2:19][CH2:18]1, predict the reaction product. The product is: [OH:13][C:14]([CH3:53])([CH3:52])[CH2:15][O:16][C@H:17]1[CH2:18][CH2:19][C@H:20]([N:23]2[C:28](=[O:29])[C:27]([CH:30]([C:32]3[CH:37]=[CH:36][C:35]([C:38]4[CH:43]=[CH:42][CH:41]=[CH:40][C:39]=4[C:44]4[NH:3][C:4](=[O:7])[O:5][N:45]=4)=[CH:34][CH:33]=3)[CH3:31])=[C:26]([CH2:46][CH2:47][CH3:48])[N:25]3[N:49]=[CH:50][N:51]=[C:24]23)[CH2:21][CH2:22]1.